Dataset: Reaction yield outcomes from USPTO patents with 853,638 reactions. Task: Predict the reaction yield, written as a fraction of the theoretical maximum amount of product (1.0 means a 100% yield; for example, 0.34 means a 34% yield). (1) The reactants are [CH2:1]([CH:8]1[CH2:13][CH2:12][O:11][C:9]1=[O:10])[C:2]1[CH:7]=[CH:6][CH:5]=[CH:4]C=1.[H][H].[CH:16](O)(C)C. No catalyst specified. The product is [CH:1]1([C:8]2([CH3:16])[CH2:13][CH2:12][O:11][C:9]2=[O:10])[CH2:2][CH2:7][CH2:6][CH2:5][CH2:4]1. The yield is 0.920. (2) The reactants are O.OC1C2N=NNC=2C=CC=1.[C:12]([O:16][C:17]([NH:19][C@H:20]([C:25]([OH:27])=O)[CH2:21][CH:22]([CH3:24])[CH3:23])=[O:18])([CH3:15])([CH3:14])[CH3:13].[NH2:28][C:29]1[CH:30]=[C:31]([CH:36]=[CH:37][C:38]=1[NH2:39])[C:32]([O:34][CH3:35])=[O:33].C(N(CC)CC)C. The catalyst is CN(C)C=O.O. The product is [CH3:35][O:34][C:32](=[O:33])[C:31]1[CH:36]=[CH:37][C:38]([NH2:39])=[C:29]([NH:28][C:25](=[O:27])[CH:20]([NH:19][C:17]([O:16][C:12]([CH3:13])([CH3:14])[CH3:15])=[O:18])[CH2:21][CH:22]([CH3:23])[CH3:24])[CH:30]=1. The yield is 0.400. (3) The product is [CH3:4][N:5]([C:6]1[CH:14]=[CH:13][C:9]([NH:10]/[CH:11]=[C:3]2\[C:4](=[O:16])[NH:5][C:6]3[C:14]\2=[C:13]2[S:12][CH:11]=[N:10][C:9]2=[CH:8][CH:7]=3)=[CH:8][CH:7]=1)[C:18](=[O:20])[CH3:19]. The yield is 0.640. The catalyst is C(OCC)C. The reactants are CN(C)[CH:3]1[C:14]2[C:6](=[CH:7][CH:8]=[C:9]3[C:13]=2[S:12](=C)[CH:11]=[N:10]3)[NH:5][C:4]1=[O:16].[CH2:18]([OH:20])[CH3:19]. (4) The reactants are C[O:2][C:3](=[O:32])[CH2:4][C:5]1[CH:14]=[C:13]([CH:15]2[CH2:20][CH2:19][N:18]([S:21]([C:24]3[CH:29]=[CH:28][CH:27]=[C:26]([Cl:30])[CH:25]=3)(=[O:23])=[O:22])[CH2:17][CH2:16]2)[C:12]2[C:7](=[CH:8][CH:9]=[C:10]([F:31])[CH:11]=2)[CH:6]=1.O.[OH-].[Li+]. The catalyst is C1COCC1.O. The product is [Cl:30][C:26]1[CH:25]=[C:24]([S:21]([N:18]2[CH2:19][CH2:20][CH:15]([C:13]3[C:12]4[C:7](=[CH:8][CH:9]=[C:10]([F:31])[CH:11]=4)[CH:6]=[C:5]([CH2:4][C:3]([OH:32])=[O:2])[CH:14]=3)[CH2:16][CH2:17]2)(=[O:23])=[O:22])[CH:29]=[CH:28][CH:27]=1. The yield is 0.650. (5) The reactants are [F:1][C:2]1[CH:16]=[CH:15][C:5]([CH2:6][O:7][C:8]2[CH:13]=[CH:12][NH:11][C:10](=[O:14])[CH:9]=2)=[CH:4][CH:3]=1.Br[C:18]1[CH:19]=[CH:20][C:21]2[C:22]3[CH2:32][N:31]([C:33]([O:35][CH2:36][CH2:37][CH2:38][CH3:39])=[O:34])[CH2:30][CH2:29][CH2:28][C:23]=3[N:24]([CH3:27])[C:25]=2[CH:26]=1.OC1C=CC=C2C=1N=CC=C2.C([O-])([O-])=O.[Cs+].[Cs+]. The catalyst is CS(C)=O.[Cu]I. The product is [F:1][C:2]1[CH:16]=[CH:15][C:5]([CH2:6][O:7][C:8]2[CH:13]=[CH:12][N:11]([C:18]3[CH:19]=[CH:20][C:21]4[C:22]5[CH2:32][N:31]([C:33]([O:35][CH2:36][CH2:37][CH2:38][CH3:39])=[O:34])[CH2:30][CH2:29][CH2:28][C:23]=5[N:24]([CH3:27])[C:25]=4[CH:26]=3)[C:10](=[O:14])[CH:9]=2)=[CH:4][CH:3]=1. The yield is 0.540. (6) The catalyst is C1COCC1.CN(C1C=CN=CC=1)C.O. The reactants are [N:1]1([C:7]2[C:12](/[CH:13]=[CH:14]/[C:15](O)=[O:16])=[CH:11][CH:10]=[C:9]([C:18]([F:21])([F:20])[F:19])[N:8]=2)[CH2:6][CH2:5][CH2:4][CH2:3][CH2:2]1.C(=O)([O-])[O-].[Cs+].[Cs+].Br.[Cl:29][C:30]1[C:39]([OH:40])=[C:38]([OH:41])[C:37]([Cl:42])=[C:36]2[C:31]=1[CH2:32][CH2:33][NH:34][CH2:35]2.CCN=C=NCCCN(C)C.Cl.C1C=CC2N(O)N=NC=2C=1. The product is [Cl:29][C:30]1[C:39]([OH:40])=[C:38]([OH:41])[C:37]([Cl:42])=[C:36]2[C:31]=1[CH2:32][CH2:33][N:34]([C:15](=[O:16])/[CH:14]=[CH:13]/[C:12]1[C:7]([N:1]3[CH2:6][CH2:5][CH2:4][CH2:3][CH2:2]3)=[N:8][C:9]([C:18]([F:21])([F:20])[F:19])=[CH:10][CH:11]=1)[CH2:35]2. The yield is 0.240. (7) The reactants are Br[C:2]1[CH:9]=[CH:8][C:5]([C:6]#[N:7])=[C:4]([O:10][CH3:11])[CH:3]=1.C([O:15][B:16](OC(C)C)[O:17]C(C)C)(C)C.C([Li])CCC.Cl. The catalyst is O.C1COCC1. The product is [C:6]([C:5]1[CH:8]=[CH:9][C:2]([B:16]([OH:17])[OH:15])=[CH:3][C:4]=1[O:10][CH3:11])#[N:7]. The yield is 0.550. (8) The reactants are [Cl:1][C:2]1[CH:7]=[CH:6][CH:5]=[CH:4][C:3]=1[NH:8][C:9](=[O:23])[NH:10][C:11]1[CH:16]=[CH:15][C:14]([CH2:17][C:18]([OH:20])=O)=[CH:13][C:12]=1[O:21][CH3:22].[CH3:24][O:25][C@@H:26]1[CH2:30][NH:29][C@H:28]([CH2:31][O:32][C:33]2[CH:42]=[CH:41][C:36]([C:37]([O:39][CH3:40])=[O:38])=[CH:35][CH:34]=2)[CH2:27]1.CCN=C=NCCCN(C)C.Cl.C1C=CC2N(O)N=NC=2C=1.CCN(CC)CC. The catalyst is CN(C=O)C. The product is [Cl:1][C:2]1[CH:7]=[CH:6][CH:5]=[CH:4][C:3]=1[NH:8][C:9](=[O:23])[NH:10][C:11]1[CH:16]=[CH:15][C:14]([CH2:17][C:18]([N:29]2[CH2:30][C@@H:26]([O:25][CH3:24])[CH2:27][C@H:28]2[CH2:31][O:32][C:33]2[CH:42]=[CH:41][C:36]([C:37]([O:39][CH3:40])=[O:38])=[CH:35][CH:34]=2)=[O:20])=[CH:13][C:12]=1[O:21][CH3:22]. The yield is 0.870. (9) The reactants are [Cl:1][C:2]1[CH:7]=[CH:6][C:5]([C:8](=[NH:20])[NH:9][C:10]2[CH:15]=[CH:14][C:13]([S:16]([CH3:19])(=[O:18])=[O:17])=[CH:12][CH:11]=2)=[CH:4][CH:3]=1.C(=O)(O)[O-].[Na+].Br[CH2:27][C:28]([C:30]1[CH:35]=[CH:34][C:33]([Br:36])=[CH:32][CH:31]=1)=O. The catalyst is C(O)(C)C. The product is [Br:36][C:33]1[CH:34]=[CH:35][C:30]([C:28]2[N:20]=[C:8]([C:5]3[CH:4]=[CH:3][C:2]([Cl:1])=[CH:7][CH:6]=3)[N:9]([C:10]3[CH:15]=[CH:14][C:13]([S:16]([CH3:19])(=[O:17])=[O:18])=[CH:12][CH:11]=3)[CH:27]=2)=[CH:31][CH:32]=1. The yield is 0.640.